This data is from NCI-60 drug combinations with 297,098 pairs across 59 cell lines. The task is: Regression. Given two drug SMILES strings and cell line genomic features, predict the synergy score measuring deviation from expected non-interaction effect. (1) Drug 1: C1=NC2=C(N=C(N=C2N1C3C(C(C(O3)CO)O)F)Cl)N. Drug 2: N.N.Cl[Pt+2]Cl. Cell line: SNB-75. Synergy scores: CSS=36.3, Synergy_ZIP=-8.86, Synergy_Bliss=-1.91, Synergy_Loewe=7.34, Synergy_HSA=1.78. (2) Drug 1: CN1CCC(CC1)COC2=C(C=C3C(=C2)N=CN=C3NC4=C(C=C(C=C4)Br)F)OC. Drug 2: B(C(CC(C)C)NC(=O)C(CC1=CC=CC=C1)NC(=O)C2=NC=CN=C2)(O)O. Cell line: 786-0. Synergy scores: CSS=8.95, Synergy_ZIP=-0.523, Synergy_Bliss=0.751, Synergy_Loewe=1.44, Synergy_HSA=1.41. (3) Drug 1: C1CC(=O)NC(=O)C1N2CC3=C(C2=O)C=CC=C3N. Drug 2: CC1=C(N=C(N=C1N)C(CC(=O)N)NCC(C(=O)N)N)C(=O)NC(C(C2=CN=CN2)OC3C(C(C(C(O3)CO)O)O)OC4C(C(C(C(O4)CO)O)OC(=O)N)O)C(=O)NC(C)C(C(C)C(=O)NC(C(C)O)C(=O)NCCC5=NC(=CS5)C6=NC(=CS6)C(=O)NCCC[S+](C)C)O. Cell line: MDA-MB-231. Synergy scores: CSS=12.5, Synergy_ZIP=-3.26, Synergy_Bliss=-1.86, Synergy_Loewe=-2.54, Synergy_HSA=0.935.